This data is from Forward reaction prediction with 1.9M reactions from USPTO patents (1976-2016). The task is: Predict the product of the given reaction. (1) Given the reactants [F:1][C:2]1[CH:3]=[C:4]2[C:9](=[N:10][CH:11]=1)[NH:8][C:7](=[O:12])[C:6]([C:13]#[N:14])=[C:5]2[N:15]1[CH2:20][CH2:19][N:18]([C:21]([C:23]2[O:24][CH:25]=[CH:26][CH:27]=2)=[O:22])[CH2:17][CH2:16]1.Br[CH2:29][C:30]([C:32]1[CH:37]=[CH:36][CH:35]=[CH:34][CH:33]=1)=[O:31], predict the reaction product. The product is: [F:1][C:2]1[CH:3]=[C:4]2[C:9](=[N:10][CH:11]=1)[N:8]([CH2:29][C:30](=[O:31])[C:32]1[CH:37]=[CH:36][CH:35]=[CH:34][CH:33]=1)[C:7](=[O:12])[C:6]([C:13]#[N:14])=[C:5]2[N:15]1[CH2:20][CH2:19][N:18]([C:21]([C:23]2[O:24][CH:25]=[CH:26][CH:27]=2)=[O:22])[CH2:17][CH2:16]1. (2) Given the reactants [CH2:1]([N:4]1[C:12]2[C:7](=[CH:8][CH:9]=[CH:10][CH:11]=2)[C:6](=[O:13])[C:5]1=[O:14])[CH:2]=[CH2:3].Br[C:16]1[CH:21]=[CH:20][C:19]([Cl:22])=[C:18]([C:23]([F:26])([F:25])[F:24])[CH:17]=1.C1(N(C)C2CCCCC2)CCCCC1, predict the reaction product. The product is: [Cl:22][C:19]1[CH:20]=[CH:21][C:16](/[CH:3]=[CH:2]/[CH2:1][N:4]2[C:12]3[C:7](=[CH:8][CH:9]=[CH:10][CH:11]=3)[C:6](=[O:13])[C:5]2=[O:14])=[CH:17][C:18]=1[C:23]([F:24])([F:25])[F:26].